This data is from Full USPTO retrosynthesis dataset with 1.9M reactions from patents (1976-2016). The task is: Predict the reactants needed to synthesize the given product. (1) Given the product [Cl:1][C:2]1[CH:7]=[CH:6][C:5]([C:8]2[CH:13]=[C:12]([C:14]([F:16])([F:17])[F:15])[N:11]3[N:18]=[CH:19][C:20]([C:21]4[O:22][N:32]=[C:30]([C:29]5[CH:34]=[CH:35][C:26]([NH2:25])=[N:27][CH:28]=5)[N:31]=4)=[C:10]3[N:9]=2)=[CH:4][C:3]=1[CH3:24], predict the reactants needed to synthesize it. The reactants are: [Cl:1][C:2]1[CH:7]=[CH:6][C:5]([C:8]2[CH:13]=[C:12]([C:14]([F:17])([F:16])[F:15])[N:11]3[N:18]=[CH:19][C:20]([C:21](O)=[O:22])=[C:10]3[N:9]=2)=[CH:4][C:3]=1[CH3:24].[NH2:25][C:26]1[CH:35]=[CH:34][C:29]([C:30]([NH:32]O)=[NH:31])=[CH:28][N:27]=1. (2) The reactants are: C([O:8][C:9]1[C:10]([C:26]2[O:27][C:28]([CH2:31][C:32]3[CH:37]=[CH:36][C:35]([F:38])=[CH:34][CH:33]=3)=[N:29][N:30]=2)=[N:11][N:12]2[C@@H:17]([C:18]3[CH:23]=[CH:22][CH:21]=[CH:20][CH:19]=3)[CH2:16][N:15]([CH3:24])[C:14](=[O:25])[C:13]=12)C1C=CC=CC=1. Given the product [F:38][C:35]1[CH:34]=[CH:33][C:32]([CH2:31][C:28]2[O:27][C:26]([C:10]3[C:9]([OH:8])=[C:13]4[C:14](=[O:25])[N:15]([CH3:24])[CH2:16][C@H:17]([C:18]5[CH:23]=[CH:22][CH:21]=[CH:20][CH:19]=5)[N:12]4[N:11]=3)=[N:30][N:29]=2)=[CH:37][CH:36]=1, predict the reactants needed to synthesize it. (3) Given the product [CH2:1]([O:8][C:9]([N:11]1[CH2:16][CH2:15][N:14]([CH2:17][CH2:18][I:45])[C:13](=[O:20])[CH2:12]1)=[O:10])[C:2]1[CH:7]=[CH:6][CH:5]=[CH:4][CH:3]=1, predict the reactants needed to synthesize it. The reactants are: [CH2:1]([O:8][C:9]([N:11]1[CH2:16][CH2:15][N:14]([CH2:17][CH2:18]O)[C:13](=[O:20])[CH2:12]1)=[O:10])[C:2]1[CH:7]=[CH:6][CH:5]=[CH:4][CH:3]=1.C1(P(C2C=CC=CC=2)C2C=CC=CC=2)C=CC=CC=1.N1C=CN=C1.[I:45]I. (4) Given the product [F:20][C:17]1[CH:18]=[CH:19][C:14]([C@@H:13]2[CH2:12][CH2:11][CH2:10][C@H:9]([CH2:21][OH:22])[N:8]2[C:3](=[O:7])[CH2:4][CH:5]=[CH2:6])=[CH:15][CH:16]=1, predict the reactants needed to synthesize it. The reactants are: [BH4-].[Li+].[C:3]([N:8]1[C@H:13]([C:14]2[CH:19]=[CH:18][C:17]([F:20])=[CH:16][CH:15]=2)[CH2:12][CH2:11][CH2:10][C@@H:9]1[C:21](OC)=[O:22])(=[O:7])[CH2:4][CH:5]=[CH2:6].[Cl-].[NH4+].C(OCC)(=O)C. (5) Given the product [CH3:1][O:2][C:3]1[C:7]([CH2:8][NH2:9])=[C:6]([N:10]2[CH2:15][CH2:14][CH2:13][CH2:12][CH2:11]2)[N:5]([CH3:16])[N:4]=1, predict the reactants needed to synthesize it. The reactants are: [CH3:1][O:2][C:3]1[C:7]([C:8]#[N:9])=[C:6]([N:10]2[CH2:15][CH2:14][CH2:13][CH2:12][CH2:11]2)[N:5]([CH3:16])[N:4]=1. (6) The reactants are: [NH2:1][CH:2]([CH2:21][CH2:22][C:23]1[C:32]2[C:27](=[CH:28][CH:29]=[C:30]([O:33][CH3:34])[N:31]=2)[N:26]=[CH:25][CH:24]=1)[CH2:3][CH2:4][CH:5]1[O:9][C:8](=[O:10])[N:7]([C:11]2[CH:20]=[CH:19][C:14]3[O:15][CH2:16][CH2:17][O:18][C:13]=3[CH:12]=2)[CH2:6]1.[CH3:35][S:36](Cl)(=[O:38])=[O:37]. Given the product [O:15]1[C:14]2[CH:19]=[CH:20][C:11]([N:7]3[CH2:6][CH:5]([CH2:4][CH2:3][CH:2]([NH:1][S:36]([CH3:35])(=[O:38])=[O:37])[CH2:21][CH2:22][C:23]4[C:32]5[C:27](=[CH:28][CH:29]=[C:30]([O:33][CH3:34])[N:31]=5)[N:26]=[CH:25][CH:24]=4)[O:9][C:8]3=[O:10])=[CH:12][C:13]=2[O:18][CH2:17][CH2:16]1, predict the reactants needed to synthesize it. (7) Given the product [CH:1]([N:4]1[C:8]2=[N:9][C:10]([C:15]3[CH:19]=[CH:18][S:17][CH:16]=3)=[C:11]([CH2:13][NH:29][CH2:28][C:25]3[CH:24]=[CH:23][C:22]([C:21]([F:20])([F:30])[F:31])=[CH:27][CH:26]=3)[CH:12]=[C:7]2[CH:6]=[N:5]1)([CH3:3])[CH3:2], predict the reactants needed to synthesize it. The reactants are: [CH:1]([N:4]1[C:8]2=[N:9][C:10]([C:15]3[CH:19]=[CH:18][S:17][CH:16]=3)=[C:11]([CH:13]=O)[CH:12]=[C:7]2[CH:6]=[N:5]1)([CH3:3])[CH3:2].[F:20][C:21]([F:31])([F:30])[C:22]1[CH:27]=[CH:26][C:25]([CH2:28][NH2:29])=[CH:24][CH:23]=1.C(O[BH-](OC(=O)C)OC(=O)C)(=O)C.[Na+].[OH-].[Na+].